This data is from Full USPTO retrosynthesis dataset with 1.9M reactions from patents (1976-2016). The task is: Predict the reactants needed to synthesize the given product. (1) Given the product [NH2:14][C:15]1[CH:16]=[C:17]([C:21]([C:23]2[C:31]3[CH:30]=[N:29][C:28]([NH:32][CH2:33][C:34]4[CH:39]=[CH:38][C:37]([O:40][CH3:41])=[CH:36][CH:35]=4)=[N:27][C:26]=3[N:25]([C:42]34[CH2:45][CH:44]([CH2:43]3)[CH2:46]4)[CH:24]=2)=[O:22])[CH:18]=[N:19][CH:20]=1, predict the reactants needed to synthesize it. The reactants are: C(=[N:14][C:15]1[CH:16]=[C:17]([C:21]([C:23]2[C:31]3[CH:30]=[N:29][C:28]([NH:32][CH2:33][C:34]4[CH:39]=[CH:38][C:37]([O:40][CH3:41])=[CH:36][CH:35]=4)=[N:27][C:26]=3[N:25]([C:42]34[CH2:46][CH:44]([CH2:45]3)[CH2:43]4)[CH:24]=2)=[O:22])[CH:18]=[N:19][CH:20]=1)(C1C=CC=CC=1)C1C=CC=CC=1. (2) Given the product [CH:42]([O:41][C:39]([N:9]1[CH2:10][CH2:11][CH:6]([CH2:5][N:4]([CH:1]2[CH2:3][CH2:2]2)[C:12]2[C:17]([CH3:18])=[C:16]([O:19][C:20]3[CH:25]=[CH:24][C:23]([S:26]([CH3:29])(=[O:27])=[O:28])=[CH:22][C:21]=3[F:30])[N:15]=[CH:14][N:13]=2)[CH2:7][CH2:8]1)=[O:40])([CH3:44])[CH3:43], predict the reactants needed to synthesize it. The reactants are: [CH:1]1([N:4]([C:12]2[C:17]([CH3:18])=[C:16]([O:19][C:20]3[CH:25]=[CH:24][C:23]([S:26]([CH3:29])(=[O:28])=[O:27])=[CH:22][C:21]=3[F:30])[N:15]=[CH:14][N:13]=2)[CH2:5][CH:6]2[CH2:11][CH2:10][NH:9][CH2:8][CH2:7]2)[CH2:3][CH2:2]1.C(N(CC)CC)C.Cl[C:39]([O:41][CH:42]([CH3:44])[CH3:43])=[O:40]. (3) The reactants are: [CH3:1][CH:2]([CH3:6])[C:3](=[NH:5])[NH2:4].Cl.[F:8][C:9]1[CH:10]=[C:11]([NH:16][C:17]([C:19]2[CH:20]=[C:21]([S:26](Cl)(=[O:28])=[O:27])[CH:22]=[CH:23][C:24]=2[F:25])=[O:18])[CH:12]=[CH:13][C:14]=1[F:15]. Given the product [F:8][C:9]1[CH:10]=[C:11]([NH:16][C:17](=[O:18])[C:19]2[CH:20]=[C:21]([S:26](=[O:28])(=[O:27])[NH:5][C:3](=[NH:4])[CH:2]([CH3:6])[CH3:1])[CH:22]=[CH:23][C:24]=2[F:25])[CH:12]=[CH:13][C:14]=1[F:15], predict the reactants needed to synthesize it. (4) Given the product [C:1]([N:5]1[C:9]([Cl:10])=[C:8]([NH:21][C:24](=[O:33])[O:18][C:15]([CH3:17])([CH3:16])[CH3:14])[CH:7]=[N:6]1)([CH3:2])([CH3:3])[CH3:4], predict the reactants needed to synthesize it. The reactants are: [C:1]([N:5]1[C:9]([Cl:10])=[C:8](C(O)=O)[CH:7]=[N:6]1)([CH3:4])([CH3:3])[CH3:2].[CH3:14][C:15]([OH:18])([CH3:17])[CH3:16].C([N:21]([CH2:24]C)CC)C.C1(P(N=[N+]=[N-])(C2C=CC=CC=2)=[O:33])C=CC=CC=1. (5) The reactants are: CO[C:3](=O)[N:4]([CH2:6][C:7]1[CH:12]=[CH:11][C:10]([C:13]2[NH:14][C:15]3[CH:16]=[C:17]([F:27])[CH:18]=[C:19]4[C:25](=[O:26])[NH:24][CH2:23][CH2:22][C:21]=2[C:20]=34)=[CH:9][CH:8]=1)C.C(CN)O.[OH-].[Na+]. Given the product [F:27][C:17]1[CH:18]=[C:19]2[C:25](=[O:26])[NH:24][CH2:23][CH2:22][C:21]3=[C:13]([C:10]4[CH:9]=[CH:8][C:7]([CH2:6][NH:4][CH3:3])=[CH:12][CH:11]=4)[NH:14][C:15]([CH:16]=1)=[C:20]23, predict the reactants needed to synthesize it. (6) Given the product [CH3:4][O:5][C:6]1[CH:15]=[C:14]2[C:9]([CH2:10][CH2:11][C:12](=[O:16])[C:13]2=[N:1][OH:3])=[CH:8][CH:7]=1, predict the reactants needed to synthesize it. The reactants are: [N:1]([O-:3])=O.[CH3:4][O:5][C:6]1[CH:15]=[C:14]2[C:9]([CH2:10][CH2:11][C:12](=[O:16])[CH2:13]2)=[CH:8][CH:7]=1.Cl.C(=O)(O)[O-].[Na+]. (7) Given the product [CH2:66]([O:68][C:69]1[CH:70]=[C:71]([CH:74]=[C:75]([O:78][CH2:79][CH3:80])[C:76]=1[F:77])[CH2:72][N:20]1[CH2:21][CH2:22][CH:17]([NH:16][C:13]2[O:14][C:15]3[C:7]([C:1]4[CH:2]=[CH:3][CH:4]=[CH:5][CH:6]=4)=[CH:8][CH:9]=[CH:10][C:11]=3[N:12]=2)[CH2:18][CH2:19]1)[CH3:67], predict the reactants needed to synthesize it. The reactants are: [C:1]1([C:7]2[C:15]3[O:14][C:13]([NH:16][CH:17]4[CH2:22][CH2:21][NH:20][CH2:19][CH2:18]4)=[N:12][C:11]=3[CH:10]=[CH:9][CH:8]=2)[CH:6]=[CH:5][CH:4]=[CH:3][CH:2]=1.C(OC(N1CCC(N(C(OC(C)(C)C)=O)C2OC3C(C4C=CC=CC=4)=CC=CC=3N=2)CC1)=O)(C)(C)C.FC(F)(F)C(O)=O.[CH2:66]([O:68][C:69]1[CH:70]=[C:71]([CH:74]=[C:75]([O:78][CH2:79][CH3:80])[C:76]=1[F:77])[CH:72]=O)[CH3:67].C([BH3-])#N.[Na+].C(N(C(C)C)C(C)C)C.